Dataset: Full USPTO retrosynthesis dataset with 1.9M reactions from patents (1976-2016). Task: Predict the reactants needed to synthesize the given product. (1) Given the product [CH2:39]([O:54][C:52](=[O:53])[C@@:51]([CH2:56][OH:57])([CH3:55])[CH2:50][C@H:49]([NH:58][C:20]([C:19]1[NH:24][N:25]=[N:17][CH:18]=1)=[O:7])[CH2:48][C:45]1[CH:46]=[CH:47][C:42]([C:66]2[CH:71]=[CH:70][CH:69]=[CH:68][CH:67]=2)=[CH:43][CH:44]=1)[CH3:41], predict the reactants needed to synthesize it. The reactants are: N1C=C(C(O)=[O:7])N=N1.CN(C(O[N:17]1[N:25]=[N:24][C:19]2[CH:20]=CC=N[C:18]1=2)=[N+](C)C)C.F[P-](F)(F)(F)(F)F.CCN([CH:39]([CH3:41])C)C(C)C.[C:42]1([C:66]2[CH:71]=[CH:70][CH:69]=[CH:68][CH:67]=2)[CH:47]=[CH:46][C:45]([CH2:48][C@@H:49]([NH:58]C(OC(C)(C)C)=O)[CH2:50][C@:51]([CH2:56][OH:57])([CH3:55])[C:52]([OH:54])=[O:53])=[CH:44][CH:43]=1.Cl. (2) Given the product [Br:1][C:2]1[CH:16]=[CH:15][C:5]2[NH:6][C:7]([CH:9]3[CH2:10][CH2:11][N:12]([C:18]4[N:23]=[CH:22][C:21]([CH2:24][CH3:25])=[CH:20][N:19]=4)[CH2:13][CH2:14]3)=[N:8][C:4]=2[CH:3]=1, predict the reactants needed to synthesize it. The reactants are: [Br:1][C:2]1[CH:16]=[CH:15][C:5]2[NH:6][C:7]([CH:9]3[CH2:14][CH2:13][NH:12][CH2:11][CH2:10]3)=[N:8][C:4]=2[CH:3]=1.Cl[C:18]1[N:23]=[CH:22][C:21]([CH2:24][CH3:25])=[CH:20][N:19]=1.C(N(CC)C(C)C)(C)C. (3) Given the product [NH2:7][C@H:8]1[CH2:9][CH2:10][C@H:11]([NH:14][C:15]2[N:24]=[CH:23][C:22]3[C:17](=[CH:18][C:19]([C:25]([NH:27][CH2:28][C:29]4[CH:30]=[CH:31][CH:32]=[CH:33][CH:34]=4)=[O:26])=[CH:20][CH:21]=3)[N:16]=2)[CH2:12][CH2:13]1, predict the reactants needed to synthesize it. The reactants are: C(OC(=O)[NH:7][C@H:8]1[CH2:13][CH2:12][C@H:11]([NH:14][C:15]2[N:24]=[CH:23][C:22]3[C:17](=[CH:18][C:19]([C:25]([NH:27][CH2:28][C:29]4[CH:34]=[CH:33][CH:32]=[CH:31][CH:30]=4)=[O:26])=[CH:20][CH:21]=3)[N:16]=2)[CH2:10][CH2:9]1)(C)(C)C.C(O)(C(F)(F)F)=O. (4) Given the product [CH3:1][O:2][C:3]1[CH:4]=[CH:5][C:6]2[C:12]([CH3:14])([CH3:13])[CH2:11][CH2:10][C:9](=[O:15])[NH:8][C:7]=2[C:16]=1[N+:30]([O-:32])=[O:31].[CH3:1][O:2][C:3]1[C:4]([N+:30]([O-:33])=[O:31])=[CH:5][C:6]2[C:12]([CH3:14])([CH3:13])[CH2:11][CH2:10][C:9](=[O:15])[NH:8][C:7]=2[CH:16]=1, predict the reactants needed to synthesize it. The reactants are: [CH3:1][O:2][C:3]1[CH:4]=[CH:5][C:6]2[C:12]([CH3:14])([CH3:13])[CH2:11][CH2:10][C:9](=[O:15])[NH:8][C:7]=2[CH:16]=1.FC(F)(F)C(OC(=O)C(F)(F)F)=O.[N+:30]([O-:33])([O-:32])=[O:31].[K+].